Dataset: Forward reaction prediction with 1.9M reactions from USPTO patents (1976-2016). Task: Predict the product of the given reaction. (1) Given the reactants [NH:1]1[CH2:6][CH2:5][CH2:4][CH:3]([NH:7][C:8](=[O:14])[O:9][C:10]([CH3:13])([CH3:12])[CH3:11])[CH2:2]1.[CH3:15][NH:16][C:17]1[CH:25]=[CH:24][C:20]([C:21](O)=[O:22])=[CH:19][C:18]=1[N+:26]([O-:28])=[O:27], predict the reaction product. The product is: [C:10]([O:9][C:8](=[O:14])[NH:7][CH:3]1[CH2:4][CH2:5][CH2:6][N:1]([C:21](=[O:22])[C:20]2[CH:24]=[CH:25][C:17]([NH:16][CH3:15])=[C:18]([N+:26]([O-:28])=[O:27])[CH:19]=2)[CH2:2]1)([CH3:11])([CH3:13])[CH3:12]. (2) Given the reactants Cl.[C:2]1([CH3:10])[CH:7]=[CH:6][CH:5]=[CH:4][C:3]=1[NH:8][NH2:9].O1CCOCC1.[OH-].[Na+].CN([CH:22]=[N:23][C:24](=O)[C:25]1[CH:30]=[CH:29][CH:28]=[CH:27][CH:26]=1)C, predict the reaction product. The product is: [CH3:10][C:2]1[CH:7]=[CH:6][CH:5]=[CH:4][C:3]=1[N:8]1[C:24]([C:25]2[CH:30]=[CH:29][CH:28]=[CH:27][CH:26]=2)=[N:23][CH:22]=[N:9]1. (3) Given the reactants [CH3:1][N:2]1[CH2:7][CH2:6][N:5]([CH:8]([C:11]2[CH:12]=[N:13][CH:14]=[CH:15][CH:16]=2)[C:9]#[N:10])[CH2:4][CH2:3]1.[OH:17]S(O)(=O)=O.[NH4+].[OH-], predict the reaction product. The product is: [CH3:1][N:2]1[CH2:7][CH2:6][N:5]([CH:8]([C:11]2[CH:12]=[N:13][CH:14]=[CH:15][CH:16]=2)[C:9]([NH2:10])=[O:17])[CH2:4][CH2:3]1. (4) Given the reactants O[CH2:2][C:3]1[CH:23]=[C:6]2[C:7](=[O:22])[NH:8][C:9]([C:11]3[CH:16]=[CH:15][C:14]([O:17][C:18]([F:21])([F:20])[F:19])=[CH:13][CH:12]=3)=[CH:10][N:5]2[N:4]=1.S(Cl)([Cl:26])=O, predict the reaction product. The product is: [Cl:26][CH2:2][C:3]1[CH:23]=[C:6]2[C:7](=[O:22])[NH:8][C:9]([C:11]3[CH:16]=[CH:15][C:14]([O:17][C:18]([F:21])([F:20])[F:19])=[CH:13][CH:12]=3)=[CH:10][N:5]2[N:4]=1. (5) Given the reactants [C:1]([O:8][CH2:9][CH3:10])(=[O:7])[C:2]([O:4]CC)=O.[C:11]1(=[O:16])[CH2:15][CH2:14][CH2:13][CH2:12]1, predict the reaction product. The product is: [O:4]=[C:2]([CH:12]1[CH2:13][CH2:14][CH2:15][C:11]1=[O:16])[C:1]([O:8][CH2:9][CH3:10])=[O:7]. (6) Given the reactants Cl[C:2]1[C:7]([N+:8]([O-:10])=[O:9])=[CH:6][CH:5]=[CH:4][N:3]=1.[C:11]([O-])([O-])=O.[K+].[K+], predict the reaction product. The product is: [CH3:11][C:2]1[C:7]([N+:8]([O-:10])=[O:9])=[CH:6][CH:5]=[CH:4][N:3]=1. (7) Given the reactants [CH:1]([C:3]1[CH:12]=[CH:11][C:6]([C:7]([O:9][CH3:10])=[O:8])=[CH:5][CH:4]=1)=O.[NH2:13][CH2:14][CH2:15][C:16]1[C:24]2[C:19](=[CH:20][CH:21]=[CH:22][CH:23]=2)[NH:18][CH:17]=1.[F:25][C:26]1[CH:31]=[CH:30][CH:29]=[CH:28][C:27]=1[C:32](=[O:41])/[CH:33]=[C:34](\[OH:40])/[C:35](OCC)=[O:36], predict the reaction product. The product is: [NH:18]1[C:19]2[C:24](=[CH:23][CH:22]=[CH:21][CH:20]=2)[C:16]([CH2:15][CH2:14][N:13]2[C:35](=[O:36])[C:34]([OH:40])=[C:33]([C:32](=[O:41])[C:27]3[CH:28]=[CH:29][CH:30]=[CH:31][C:26]=3[F:25])[CH:1]2[C:3]2[CH:12]=[CH:11][C:6]([C:7]([O:9][CH3:10])=[O:8])=[CH:5][CH:4]=2)=[CH:17]1. (8) Given the reactants [C:1]([C:4]1[CH:5]=[C:6]2[C:10](=[CH:11][CH:12]=1)[NH:9][C:8](=[O:13])[CH2:7]2)([OH:3])=[O:2].[CH2:14]([N:16]([CH2:31][CH3:32])[CH2:17][CH2:18][CH2:19][C:20]1[CH:21]=[C:22]2[C:26](=[CH:27][CH:28]=1)[NH:25][C:24]([CH:29]=O)=[CH:23]2)[CH3:15].N1CCCCC1.Cl, predict the reaction product. The product is: [O:13]=[C:8]1[C:7](=[CH:29][C:24]2[NH:25][C:26]3[C:22]([CH:23]=2)=[CH:21][C:20]([CH2:19][CH2:18][CH2:17][N:16]2[CH2:31][CH2:32][CH2:15][CH2:14]2)=[CH:28][CH:27]=3)[C:6]2[C:10](=[CH:11][CH:12]=[C:4]([C:1]([OH:3])=[O:2])[CH:5]=2)[NH:9]1.